From a dataset of Reaction yield outcomes from USPTO patents with 853,638 reactions. Predict the reaction yield, written as a fraction of the theoretical maximum amount of product (1.0 means a 100% yield; for example, 0.34 means a 34% yield). (1) The reactants are [CH2:1]([C:3]1[N:7]2[CH:8]=[CH:9][CH:10]=[C:11]([C:12]([F:15])([F:14])[F:13])[C:6]2=[N:5][C:4]=1[NH:16][S:17]([C:20]1[CH:25]=[CH:24][CH:23]=[CH:22][CH:21]=1)(=[O:19])=[O:18])[CH3:2].C([O-])([O-])=O.[Na+].[Na+].[F:32][C:33]1[CH:40]=[CH:39][C:36]([CH2:37]Br)=[CH:35][C:34]=1[C:41]([F:44])([F:43])[F:42]. The catalyst is CN(C=O)C.C(OCC)(=O)C. The product is [CH2:1]([C:3]1[N:7]2[CH:8]=[CH:9][CH:10]=[C:11]([C:12]([F:13])([F:14])[F:15])[C:6]2=[N:5][C:4]=1[N:16]([CH2:37][C:36]1[CH:39]=[CH:40][C:33]([F:32])=[C:34]([C:41]([F:44])([F:42])[F:43])[CH:35]=1)[S:17]([C:20]1[CH:25]=[CH:24][CH:23]=[CH:22][CH:21]=1)(=[O:18])=[O:19])[CH3:2]. The yield is 0.870. (2) The reactants are [CH3:1][CH2:2][O:3][C:4]([CH:6]1[CH2:12][CH2:11][C:9](=O)[CH2:8][CH2:7]1)=[O:5].Cl.[C:14]1([NH:20]N)[CH:19]=[CH:18][CH:17]=[CH:16][CH:15]=1. The catalyst is C(O)C. The product is [CH2:2]([O:3][C:4]([CH:6]1[CH2:12][C:11]2[C:19]3[C:14](=[CH:15][CH:16]=[CH:17][CH:18]=3)[NH:20][C:9]=2[CH2:8][CH2:7]1)=[O:5])[CH3:1]. The yield is 0.960. (3) The reactants are [N:1]1[CH:6]=[CH:5][CH:4]=[CH:3][C:2]=1[O:7][CH2:8][C:9]1[CH:14]=[CH:13][C:12]([CH2:15][OH:16])=[CH:11][CH:10]=1. The catalyst is [O-2].[O-2].[Mn+4].C(Cl)Cl. The product is [N:1]1[CH:6]=[CH:5][CH:4]=[CH:3][C:2]=1[O:7][CH2:8][C:9]1[CH:14]=[CH:13][C:12]([CH:15]=[O:16])=[CH:11][CH:10]=1. The yield is 0.420. (4) The reactants are Br[C:2]1[CH:3]=[C:4]([CH:8]([N:12]2[CH:16]=[C:15]([C:17]3[C:18]4[CH:25]=[CH:24][N:23]([CH2:26][O:27][CH2:28][CH2:29][Si:30]([CH3:33])([CH3:32])[CH3:31])[C:19]=4[N:20]=[CH:21][N:22]=3)[CH:14]=[N:13]2)[CH2:9][C:10]#[N:11])[CH:5]=[N:6][CH:7]=1.O1CCOCC1.CCN(C(C)C)C(C)C.[C:49]1([SH:55])[CH:54]=[CH:53][CH:52]=[CH:51][CH:50]=1. The catalyst is C1C=CC(/C=C/C(/C=C/C2C=CC=CC=2)=O)=CC=1.C1C=CC(/C=C/C(/C=C/C2C=CC=CC=2)=O)=CC=1.[Pd].CC1(C)C2C=CC=C(P(C3C=CC=CC=3)C3C=CC=CC=3)C=2OC2C1=CC=CC=2P(C1C=CC=CC=1)C1C=CC=CC=1. The product is [C:49]1([S:55][C:2]2[CH:3]=[C:4]([CH:8]([N:12]3[CH:16]=[C:15]([C:17]4[C:18]5[CH:25]=[CH:24][N:23]([CH2:26][O:27][CH2:28][CH2:29][Si:30]([CH3:33])([CH3:32])[CH3:31])[C:19]=5[N:20]=[CH:21][N:22]=4)[CH:14]=[N:13]3)[CH2:9][C:10]#[N:11])[CH:5]=[N:6][CH:7]=2)[CH:54]=[CH:53][CH:52]=[CH:51][CH:50]=1. The yield is 0.800. (5) The reactants are C(NC(C)C)(C)C.[Li].[CH3:9][O:10][C:11]([CH:13]1[CH2:17][CH2:16][N:15]([C:18]([O:20][C:21]([CH3:24])([CH3:23])[CH3:22])=[O:19])[CH2:14]1)=[O:12].Br[CH2:26][CH2:27][C:28]#[N:29].[Cl-].[NH4+]. The catalyst is C1COCC1. The product is [CH3:9][O:10][C:11]([C:13]1([CH2:26][CH2:27][C:28]#[N:29])[CH2:17][CH2:16][N:15]([C:18]([O:20][C:21]([CH3:24])([CH3:23])[CH3:22])=[O:19])[CH2:14]1)=[O:12]. The yield is 0.520. (6) The reactants are [Cl:1][C:2]1[CH:3]=[C:4]([CH:7]=[CH:8][C:9]=1[C:10]([F:13])([F:12])[F:11])[CH2:5]Br.[Br:14][C:15]1[C:20]([F:21])=[CH:19][C:18]([OH:22])=[C:17]([F:23])[CH:16]=1.C(=O)([O-])[O-].[K+].[K+]. The catalyst is CC(C)=O. The product is [Br:14][C:15]1[CH:16]=[C:17]([F:23])[C:18]([O:22][CH2:5][C:4]2[CH:7]=[CH:8][C:9]([C:10]([F:13])([F:12])[F:11])=[C:2]([Cl:1])[CH:3]=2)=[CH:19][C:20]=1[F:21]. The yield is 0.990. (7) The reactants are [CH:1](NC(C)C)(C)C.C([Li])CCC.CN(P(N(C)C)(N(C)C)=O)C.[CH3:24][C:25]([S@@:28]([NH:30][C@@H:31]([CH:38]([CH3:40])[CH3:39])[C:32]#[C:33][Si:34]([CH3:37])([CH3:36])[CH3:35])=[O:29])([CH3:27])[CH3:26].IC. The catalyst is C1COCC1. The product is [CH3:1][N:30]([C@@H:31]([CH:38]([CH3:40])[CH3:39])[C:32]#[C:33][Si:34]([CH3:37])([CH3:35])[CH3:36])[S@:28]([C:25]([CH3:24])([CH3:26])[CH3:27])=[O:29]. The yield is 0.800.